Dataset: Full USPTO retrosynthesis dataset with 1.9M reactions from patents (1976-2016). Task: Predict the reactants needed to synthesize the given product. (1) The reactants are: [F:1][C:2]1C=[CH:22][C:5]([C:6]([C:8]2[CH:13]=[N+:12]([O-])[C:11]([CH3:15])=[C:10]3[O:16][C:17]([CH3:21])([CH3:20])[O:18][CH2:19][C:9]=23)=[O:7])=[CH:4][CH:3]=1.CC[O:26]C(C)=O.C1(C)C=CC=CC=1.Cl[CH2:38][Cl:39]. Given the product [Cl:39][C:38]1[CH:22]=[C:5]([C:6]([C:8]2[CH:13]=[N:12][C:11]([CH2:15][OH:26])=[C:10]3[O:16][C:17]([CH3:21])([CH3:20])[O:18][CH2:19][C:9]=23)=[O:7])[CH:4]=[CH:3][C:2]=1[F:1], predict the reactants needed to synthesize it. (2) Given the product [Br:58][C:59]1[CH:68]=[CH:67][C:62]([C:63]2[N:65]=[C:10]([C@@H:9]3[CH2:13][CH2:14][CH2:15][N:8]3[C:1]([O:3][C:4]([CH3:5])([CH3:6])[CH3:7])=[O:2])[O:12][N:64]=2)=[CH:61][CH:60]=1, predict the reactants needed to synthesize it. The reactants are: [C:1]([N:8]1[CH2:15][CH2:14][CH2:13][C@H:9]1[C:10]([OH:12])=O)([O:3][C:4]([CH3:7])([CH3:6])[CH3:5])=[O:2].F[B-](F)(F)F.N1(OC(N(C)C)=[N+](C)C)C2C=CC=CC=2N=N1.C1C=CC2N(O)N=NC=2C=1.O.CCN(C(C)C)C(C)C.[Br:58][C:59]1[CH:68]=[CH:67][C:62]([C:63](=[N:65]O)[NH2:64])=[CH:61][CH:60]=1. (3) Given the product [CH3:22][O:21][C:14]1[CH:13]=[C:12]([S:11][CH2:10][CH2:9][CH2:8][N:1]2[CH2:6][CH2:5][O:4][CH2:3][CH2:2]2)[CH:17]=[C:16]([N+:18]([O-:20])=[O:19])[CH:15]=1, predict the reactants needed to synthesize it. The reactants are: [NH:1]1[CH2:6][CH2:5][O:4][CH2:3][CH2:2]1.Cl[CH2:8][CH2:9][CH2:10][S:11][C:12]1[CH:17]=[C:16]([N+:18]([O-:20])=[O:19])[CH:15]=[C:14]([O:21][CH3:22])[CH:13]=1.[I-].[Na+]. (4) The reactants are: [N:1]1[CH:6]=[CH:5][CH:4]=[C:3]([C:7]2[CH:8]=[CH:9][C:10]([C:13]([OH:15])=O)=[N:11][CH:12]=2)[CH:2]=1.[NH2:16][C@@H:17]([CH3:33])[CH2:18][N:19]1[CH:23]=[CH:22][C:21]([C:24]2[CH:31]=[CH:30][C:27]([C:28]#[N:29])=[C:26]([Cl:32])[CH:25]=2)=[N:20]1. Given the product [Cl:32][C:26]1[CH:25]=[C:24]([C:21]2[CH:22]=[CH:23][N:19]([CH2:18][C@@H:17]([NH:16][C:13]([C:10]3[N:11]=[CH:12][C:7]([C:3]4[CH:2]=[N:1][CH:6]=[CH:5][CH:4]=4)=[CH:8][CH:9]=3)=[O:15])[CH3:33])[N:20]=2)[CH:31]=[CH:30][C:27]=1[C:28]#[N:29], predict the reactants needed to synthesize it. (5) Given the product [NH2:1][C:2]1[N:7]=[C:6]([C:8]2[CH:9]=[C:10]([NH:17][CH2:18][CH2:19][CH2:20][C:21]3[C:25]([CH3:26])=[N:24][NH:23][C:22]=3[CH3:27])[C:11]3[C:12]([NH2:13])=[N:29][NH:30][C:14]=3[CH:15]=2)[CH:5]=[CH:4][N:3]=1, predict the reactants needed to synthesize it. The reactants are: [NH2:1][C:2]1[N:7]=[C:6]([C:8]2[CH:15]=[C:14](F)[C:11]([C:12]#[N:13])=[C:10]([NH:17][CH2:18][CH2:19][CH2:20][C:21]3[C:22]([CH3:27])=[N:23][NH:24][C:25]=3[CH3:26])[CH:9]=2)[CH:5]=[CH:4][N:3]=1.O.[NH2:29][NH2:30]. (6) Given the product [Br:5][C:6]1[C:15]([Br:16])=[C:14]([NH:17][C:1](=[O:3])[CH3:2])[C:13]2[N:18]=[C:19]([N:21]3[CH2:26][CH2:25][NH:24][CH2:23][CH2:22]3)[N:11]3[C:12]=2[C:7]=1[CH2:8][CH2:9][CH2:10]3, predict the reactants needed to synthesize it. The reactants are: [C:1](Cl)(=[O:3])[CH3:2].[Br:5][C:6]1[C:15]([Br:16])=[C:14]([NH2:17])[C:13]2[N:18]=[C:19](Cl)[N:11]3[C:12]=2[C:7]=1[CH2:8][CH2:9][CH2:10]3.[N:21]1(C(OC(C)(C)C)=O)[CH2:26][CH2:25][NH:24][CH2:23][CH2:22]1.Cl. (7) Given the product [CH:28]1([C:25]2[CH:26]=[CH:27][C:22]3[C:35]([NH:1][C:2]4[CH:7]=[C:6]([CH3:8])[CH:5]=[CH:4][C:3]=4[S:9][C:10]4[CH:15]=[CH:14][C:13]([NH:16][C:17](=[O:19])[CH3:18])=[CH:12][CH:11]=4)=[N:33][CH:32]=[N:31][C:23]=3[N:24]=2)[CH2:29][CH2:30]1, predict the reactants needed to synthesize it. The reactants are: [NH2:1][C:2]1[CH:7]=[C:6]([CH3:8])[CH:5]=[CH:4][C:3]=1[S:9][C:10]1[CH:15]=[CH:14][C:13]([NH:16][C:17](=[O:19])[CH3:18])=[CH:12][CH:11]=1.C([C:22]1[C:23]([N:31]=[CH:32][N:33]([CH3:35])C)=[N:24][C:25]([CH:28]2[CH2:30][CH2:29]2)=[CH:26][CH:27]=1)#N.NC1C=C(C)C=CC=1SC1C=CC(O)=CC=1.C(C1C(N=CN(C)C)=NC(C)=CC=1)#N.